Task: Predict the product of the given reaction.. Dataset: Forward reaction prediction with 1.9M reactions from USPTO patents (1976-2016) Given the reactants [Cl:1][C:2]1[CH:9]=[CH:8][C:5]([CH2:6][NH2:7])=[C:4]([CH3:10])[CH:3]=1.F[C:12]1[CH:20]=[N:19][CH:18]=[CH:17][C:13]=1[C:14]([OH:16])=[O:15], predict the reaction product. The product is: [Cl:1][C:2]1[CH:9]=[CH:8][C:5]([CH2:6][NH:7][C:17]2[CH:18]=[N:19][CH:20]=[CH:12][C:13]=2[C:14]([OH:16])=[O:15])=[C:4]([CH3:10])[CH:3]=1.